Dataset: M1 muscarinic receptor agonist screen with 61,833 compounds. Task: Binary Classification. Given a drug SMILES string, predict its activity (active/inactive) in a high-throughput screening assay against a specified biological target. (1) The molecule is O(c1ccc(c2nn(c(=O)c3c2cccc3)C)cc1)CC(OC)=O. The result is 0 (inactive). (2) The drug is O(C(=O)C1CCCN(C1)Cc1nc(nc(n1)N)Nc1ccc(cc1)C)CC. The result is 1 (active). (3) The molecule is Clc1n(nc(c1C(=O)N1CCN(CC1)c1ncnc2n(ncc12)c1ccccc1)C)c1ccccc1. The result is 1 (active). (4) The compound is O1c2c(C(c3c(OC)c(OC)c(OC)cc3)C(=C1N)C(OC)=O)c(=O)n(c(c2)C)Cc1cccnc1. The result is 0 (inactive). (5) The molecule is S(c1n2c([nH]nc2)c2c3CC(OCc3nc2n1)(C)C)C. The result is 0 (inactive). (6) The molecule is Clc1cc(NC(=O)CSc2n(c(nn2)Cc2n(ccc2)C)c2ccc(OC)cc2)c(OC)cc1. The result is 0 (inactive). (7) The molecule is S(c1n(C2CCCCC2)c(nn1)c1ccncc1)CC(=O)Nc1cc(O)ccc1. The result is 0 (inactive). (8) The molecule is O=C(N1CCCC1)c1cc(NC(=O)c2ccccc2)c(N2CCCC2)cc1. The result is 0 (inactive). (9) The drug is S(=O)(=O)(Cc1nc(oc1C)c1c(cccc1)C)CC(=O)NCCc1c(OC)ccc(OC)c1. The result is 0 (inactive). (10) The compound is O=C(N1CCc2c1cccc2)c1ccc(n2nc(cc2C)C)cc1. The result is 0 (inactive).